From a dataset of Full USPTO retrosynthesis dataset with 1.9M reactions from patents (1976-2016). Predict the reactants needed to synthesize the given product. (1) Given the product [CH2:1]([N:8]1[C:16]2[C:11](=[CH:12][C:13]([CH3:19])=[C:14]([OH:17])[CH:15]=2)[C:10]([CH3:20])([CH3:21])[C:9]1=[O:22])[C:2]1[CH:7]=[CH:6][CH:5]=[CH:4][CH:3]=1, predict the reactants needed to synthesize it. The reactants are: [CH2:1]([N:8]1[C:16]2[C:11](=[CH:12][C:13]([CH3:19])=[C:14]([O:17]C)[CH:15]=2)[C:10]([CH3:21])([CH3:20])[C:9]1=[O:22])[C:2]1[CH:7]=[CH:6][CH:5]=[CH:4][CH:3]=1.B(Br)(Br)Br. (2) The reactants are: [C:1]([O:5][C:6]([N:8]1[CH2:13][CH2:12][N:11]([CH2:14][CH2:15][OH:16])[CH2:10][CH2:9]1)=[O:7])([CH3:4])([CH3:3])[CH3:2].C(N(CC)CC)C.[CH3:24][S:25](Cl)(=[O:27])=[O:26]. Given the product [CH3:24][S:25]([O:16][CH2:15][CH2:14][N:11]1[CH2:10][CH2:9][N:8]([C:6]([O:5][C:1]([CH3:4])([CH3:3])[CH3:2])=[O:7])[CH2:13][CH2:12]1)(=[O:27])=[O:26], predict the reactants needed to synthesize it.